This data is from Catalyst prediction with 721,799 reactions and 888 catalyst types from USPTO. The task is: Predict which catalyst facilitates the given reaction. (1) Reactant: [NH:1]1[C:9]2[C:4](=[CH:5][CH:6]=[CH:7][CH:8]=2)[C:3]2([CH:13](B(O)O)CC[CH2:10]2)[C:2]1=[O:17].[C:18](=[O:21])([O-])[O-].[Na+].[Na+].[OH-].[Na+]. Product: [CH3:13][C:3]1([CH3:10])[C:4]2[C:9](=[CH:8][CH:7]=[C:6]([C:18]3[O:21][C:3]([C:2]#[N:1])=[CH:4][CH:5]=3)[CH:5]=2)[NH:1][C:2]1=[O:17]. The catalyst class is: 108. (2) Reactant: [CH3:1][Si](C=[N+]=[N-])(C)C.[NH2:8][C:9]1[CH:10]=[C:11]([CH:15]=[CH:16][C:17]=1[N+:18]([O-:20])=[O:19])[C:12]([OH:14])=[O:13]. Product: [NH2:8][C:9]1[CH:10]=[C:11]([CH:15]=[CH:16][C:17]=1[N+:18]([O-:20])=[O:19])[C:12]([O:14][CH3:1])=[O:13]. The catalyst class is: 61.